Dataset: Full USPTO retrosynthesis dataset with 1.9M reactions from patents (1976-2016). Task: Predict the reactants needed to synthesize the given product. Given the product [OH:17][CH2:14][CH:13]1[CH2:11][O:10][C:5]2[CH:4]=[CH:3][C:2]([Br:1])=[CH:9][C:6]=2[O:15]1, predict the reactants needed to synthesize it. The reactants are: [Br:1][C:2]1[CH:9]=[C:6](C=O)[C:5]([OH:10])=[CH:4][CH:3]=1.[CH2:11]([CH:13]1[O:15][CH2:14]1)Cl.C([O-])([O-])=[O:17].[K+].[K+].O.